From a dataset of Full USPTO retrosynthesis dataset with 1.9M reactions from patents (1976-2016). Predict the reactants needed to synthesize the given product. Given the product [Cl:6][C:7]1[C:8]([N:13]2[CH:17]=[CH:16][CH:15]=[C:14]2[CH:22]=[O:23])=[N:9][CH:10]=[CH:11][CH:12]=1, predict the reactants needed to synthesize it. The reactants are: P(Cl)(Cl)(Cl)=O.[Cl:6][C:7]1[C:8]([N:13]2[CH:17]=[CH:16][CH:15]=[CH:14]2)=[N:9][CH:10]=[CH:11][CH:12]=1.[OH-].[Na+].CN(C)[CH:22]=[O:23].